From a dataset of Reaction yield outcomes from USPTO patents with 853,638 reactions. Predict the reaction yield, written as a fraction of the theoretical maximum amount of product (1.0 means a 100% yield; for example, 0.34 means a 34% yield). (1) The reactants are [CH3:1][C:2]([O:4][C@H:5]1[C:14]2[C@@:15]3([CH3:30])[C@@H:26]([CH2:27][O:28][CH3:29])[O:25][C:23](=[O:24])[C:17]4=[CH:18][O:19][C:20]([C:21](=[O:22])[C:13]=2[C@@H:8]2[CH2:9][CH2:10][C@H:11]([OH:12])[C@@:7]2([CH3:31])[CH2:6]1)=[C:16]34)=[O:3].[CH2:32]([N:39]1[CH2:44][CH2:43][NH:42][CH2:41][CH2:40]1)[C:33]1[CH:38]=[CH:37][CH:36]=[CH:35][CH:34]=1. The catalyst is C(Cl)Cl. The product is [C:2]([O:4][C@H:5]1[C:14]2[C@:15]3([CH3:30])[C:16](/[C:17](=[CH:18]\[N:42]4[CH2:43][CH2:44][N:39]([CH2:32][C:33]5[CH:34]=[CH:35][CH:36]=[CH:37][CH:38]=5)[CH2:40][CH2:41]4)/[C:23](=[O:24])[O:25][C@@H:26]3[CH2:27][O:28][CH3:29])=[C:20]([OH:19])[C:21](=[O:22])[C:13]=2[CH:8]2[C@@:7]([CH3:31])([C@@H:11]([OH:12])[CH2:10][CH2:9]2)[CH2:6]1)(=[O:3])[CH3:1]. The yield is 0.178. (2) The reactants are [C:1]1([CH:7]([NH:9][CH:10]2[CH2:15][CH2:14][N:13]([C:16]([O:18][C:19]([CH3:22])([CH3:21])[CH3:20])=[O:17])[CH2:12][CH:11]2[C:23](OCC)=[O:24])[CH3:8])[CH:6]=[CH:5][CH:4]=[CH:3][CH:2]=1.[H-].[Al+3].[Li+].[H-].[H-].[H-]. The catalyst is C1COCC1. The product is [OH:24][CH2:23][CH:11]1[CH:10]([NH:9][CH:7]([C:1]2[CH:2]=[CH:3][CH:4]=[CH:5][CH:6]=2)[CH3:8])[CH2:15][CH2:14][N:13]([C:16]([O:18][C:19]([CH3:20])([CH3:22])[CH3:21])=[O:17])[CH2:12]1. The yield is 0.410. (3) The reactants are [NH2:1][CH2:2][CH2:3][C:4]1[CH:9]=[CH:8][C:7]([OH:10])=[CH:6][CH:5]=1.CCN(C(C)C)C(C)C.Cl[C:21]1[N:26]=[C:25](Cl)[N:24]=[C:23]([N:28]([CH2:30][CH2:31][CH2:32][C:33]2[CH:38]=[CH:37][C:36]([F:39])=[CH:35][CH:34]=2)[CH3:29])[N:22]=1.ClC1N=C(Cl)N=C(N(CCCC2C=CC(Cl)=CC=2)C)N=1.[F:60]C1C=CC(CCCNC)=CC=1.FC1C=CC=CC=1CCCNC. The catalyst is CN(C=O)C. The product is [F:60][C:25]1[N:24]=[C:23]([N:28]([CH2:30][CH2:31][CH2:32][C:33]2[CH:38]=[CH:37][C:36]([F:39])=[CH:35][CH:34]=2)[CH3:29])[N:22]=[C:21]([NH:1][CH2:2][CH2:3][C:4]2[CH:9]=[CH:8][C:7]([OH:10])=[CH:6][CH:5]=2)[N:26]=1. The yield is 1.00. (4) The reactants are [OH-:1].[K+].[F:3][CH2:4][CH2:5][O:6][C:7]1[CH:14]=[CH:13][C:10]([CH:11]=[O:12])=[CH:9][CH:8]=1.OO.Cl. The catalyst is CO. The product is [F:3][CH2:4][CH2:5][O:6][C:7]1[CH:14]=[CH:13][C:10]([C:11]([OH:1])=[O:12])=[CH:9][CH:8]=1. The yield is 0.630. (5) The catalyst is CN(C=O)C.C(OCC)(=O)C. The yield is 0.200. The reactants are [Cl:1][C:2]1[CH:3]=[CH:4][C:5]([NH:11][C:12](=[O:15])[CH2:13]Cl)=[C:6]([CH:10]=1)[C:7]([OH:9])=[O:8].[F:16][C:17]1[CH:22]=[CH:21][C:20]([C:23]2[CH:28]=[CH:27][C:26]([CH3:29])=[C:25]([NH2:30])[CH:24]=2)=[CH:19][CH:18]=1.[I-].[Na+]. The product is [Cl:1][C:2]1[CH:3]=[CH:4][C:5]([NH:11][C:12](=[O:15])[CH2:13][NH:30][C:25]2[CH:24]=[C:23]([C:20]3[CH:21]=[CH:22][C:17]([F:16])=[CH:18][CH:19]=3)[CH:28]=[CH:27][C:26]=2[CH3:29])=[C:6]([CH:10]=1)[C:7]([OH:9])=[O:8].